Predict which catalyst facilitates the given reaction. From a dataset of Catalyst prediction with 721,799 reactions and 888 catalyst types from USPTO. (1) Reactant: [P:1]([O:5][CH2:6][C@:7]([NH:31]C(=O)OC(C)(C)C)([C:9]1[CH:18]=[CH:17][C:16]2[C:11](=[CH:12][CH:13]=[C:14]([O:19][CH:20]3[CH2:25][CH2:24][C:23]4([CH2:30][CH2:29][CH2:28][CH2:27][CH2:26]4)[CH2:22][CH2:21]3)[CH:15]=2)[CH:10]=1)[CH3:8])([OH:4])([OH:3])=[O:2].C(O)(=O)C.Cl. Product: [P:1]([OH:3])([OH:4])([O:5][CH2:6][C@:7]([NH2:31])([C:9]1[CH:18]=[CH:17][C:16]2[C:11](=[CH:12][CH:13]=[C:14]([O:19][CH:20]3[CH2:21][CH2:22][C:23]4([CH2:26][CH2:27][CH2:28][CH2:29][CH2:30]4)[CH2:24][CH2:25]3)[CH:15]=2)[CH:10]=1)[CH3:8])=[O:2]. The catalyst class is: 6. (2) Reactant: [H-].[Na+].[CH:3]1([CH2:6][OH:7])[CH2:5][CH2:4]1.Cl[C:9]1[N:10]2[C:15]([CH:16]=[CH:17][CH:18]=1)=[C:14]([C:19]1[C:24]([Cl:25])=[CH:23][CH:22]=[CH:21][C:20]=1[Cl:26])[C:13](=[O:27])[CH:12]=[CH:11]2. Product: [CH:3]1([CH2:6][O:7][C:9]2[N:10]3[C:15]([CH:16]=[CH:17][CH:18]=2)=[C:14]([C:19]2[C:20]([Cl:26])=[CH:21][CH:22]=[CH:23][C:24]=2[Cl:25])[C:13](=[O:27])[CH:12]=[CH:11]3)[CH2:5][CH2:4]1. The catalyst class is: 248. (3) Reactant: [C:1]([C:5]1[CH:14]=[CH:13][C:12]([NH2:15])=[CH:11][C:6]=1[C:7](OC)=[O:8])([CH3:4])([CH3:3])[CH3:2].[H-].[H-].[H-].[H-].[Li+].[Al+3]. Product: [C:1]([C:5]1[CH:14]=[CH:13][C:12]([NH2:15])=[CH:11][C:6]=1[CH2:7][OH:8])([CH3:4])([CH3:2])[CH3:3]. The catalyst class is: 20. (4) Reactant: Cl[C:2]1[C:11]2[C:6](=[CH:7][C:8]([O:14][CH3:15])=[C:9]([O:12][CH3:13])[CH:10]=2)[N:5]=[CH:4][CH:3]=1.[OH:16][C:17]1[CH:18]=[CH:19][C:20]([N+:25]([O-:27])=[O:26])=[C:21]([CH:24]=1)[CH:22]=[O:23].O. Product: [CH3:13][O:12][C:9]1[CH:10]=[C:11]2[C:6](=[CH:7][C:8]=1[O:14][CH3:15])[N:5]=[CH:4][CH:3]=[C:2]2[O:16][C:17]1[CH:24]=[C:21]([C:20]([N+:25]([O-:27])=[O:26])=[CH:19][CH:18]=1)[CH:22]=[O:23]. The catalyst class is: 159. (5) Reactant: [Br:1][C:2]1[O:6][C:5]([C:7]2[N:12]=[C:11](Cl)[CH:10]=[C:9]([N:14]3[CH:18]=[CH:17][CH:16]=[N:15]3)[N:8]=2)=[CH:4][CH:3]=1.[OH-].[NH4+:20]. Product: [Br:1][C:2]1[O:6][C:5]([C:7]2[N:12]=[C:11]([NH2:20])[CH:10]=[C:9]([N:14]3[CH:18]=[CH:17][CH:16]=[N:15]3)[N:8]=2)=[CH:4][CH:3]=1. The catalyst class is: 8. (6) Reactant: [Cl:1][C:2]1[CH:3]=[C:4]([CH:8]([NH2:16])[CH2:9][C:10]2[CH:15]=[CH:14][CH:13]=[CH:12][CH:11]=2)[CH:5]=[CH:6][CH:7]=1.[NH:17]1[CH2:21][CH2:20][N:19]=[C:18]1S(O)(=O)=O.C(N(CC)CC)C. The catalyst class is: 10. Product: [Cl:1][C:2]1[CH:3]=[C:4]([CH:8]([NH:16][C:18]2[NH:19][CH2:20][CH2:21][N:17]=2)[CH2:9][C:10]2[CH:11]=[CH:12][CH:13]=[CH:14][CH:15]=2)[CH:5]=[CH:6][CH:7]=1. (7) Reactant: [H-].[Na+].Cl[CH2:4][CH2:5][S:6](Cl)(=[O:8])=[O:7].[F:10][C:11]1[CH:16]=[C:15]([C:17]2[C:18]([NH2:23])=[N:19][CH:20]=[CH:21][CH:22]=2)[CH:14]=[CH:13][C:12]=1[C:24]1[CH:29]=[CH:28][CH:27]=[CH:26][CH:25]=1.O. Product: [F:10][C:11]1[CH:16]=[C:15]([C:17]2[C:18]3=[N:23][S:6](=[O:8])(=[O:7])[CH2:5][CH2:4][N:19]3[CH:20]=[CH:21][CH:22]=2)[CH:14]=[CH:13][C:12]=1[C:24]1[CH:25]=[CH:26][CH:27]=[CH:28][CH:29]=1. The catalyst class is: 134. (8) Reactant: Cl[C:2]1[C:7]([N+:8]([O-:10])=[O:9])=[CH:6][C:5]([N+:11]([O-:13])=[O:12])=[CH:4][C:3]=1[C:14]([F:17])([F:16])[F:15].[NH:18]1[CH2:23][CH2:22][S:21][CH2:20][CH2:19]1. Product: [S:21]1[CH2:22][CH2:23][N:18]([C:2]2[C:3]([C:14]([F:17])([F:16])[F:15])=[CH:4][C:5]([N+:11]([O-:13])=[O:12])=[CH:6][C:7]=2[N+:8]([O-:10])=[O:9])[CH2:19][CH2:20]1. The catalyst class is: 4.